This data is from Full USPTO retrosynthesis dataset with 1.9M reactions from patents (1976-2016). The task is: Predict the reactants needed to synthesize the given product. (1) Given the product [CH3:45][N:46]1[CH:50]=[CH:49][C:48]([NH:51][C:52]2[C:61]3[C:56](=[CH:57][CH:58]=[C:59]([O:62][C:63]4[N:68]=[CH:67][C:66]([O:1][CH2:2][CH:3]5[CH2:6][N:5]([C:7]([O:9][C:10]([CH3:13])([CH3:12])[CH3:11])=[O:8])[CH2:4]5)=[CH:65][CH:64]=4)[CH:60]=3)[N:55]=[CH:54][N:53]=2)=[N:47]1, predict the reactants needed to synthesize it. The reactants are: [OH:1][CH2:2][CH:3]1[CH2:6][N:5]([C:7]([O:9][C:10]([CH3:13])([CH3:12])[CH3:11])=[O:8])[CH2:4]1.C1(P(C2C=CC=CC=2)C2C=CC=CC=2)C=CC=CC=1.N(C(OCC)=O)=NC(OCC)=O.[CH3:45][N:46]1[CH:50]=[CH:49][C:48]([NH:51][C:52]2[C:61]3[C:56](=[CH:57][CH:58]=[C:59]([O:62][C:63]4[N:68]=[CH:67][C:66](O)=[CH:65][CH:64]=4)[CH:60]=3)[N:55]=[CH:54][N:53]=2)=[N:47]1. (2) Given the product [Br-:15].[CH2:1]([O:3][C:4]1[CH:5]=[CH:6][C:7]([N+:10]2[CH:14]=[CH:13][N:12]([CH2:16][CH2:17][CH2:18][CH2:19][CH2:20][CH3:21])[CH:11]=2)=[CH:8][CH:9]=1)[CH3:2], predict the reactants needed to synthesize it. The reactants are: [CH2:1]([O:3][C:4]1[CH:9]=[CH:8][C:7]([N:10]2[CH:14]=[CH:13][N:12]=[CH:11]2)=[CH:6][CH:5]=1)[CH3:2].[Br:15][CH2:16][CH2:17][CH2:18][CH2:19][CH2:20][CH2:21]C.